From a dataset of Forward reaction prediction with 1.9M reactions from USPTO patents (1976-2016). Predict the product of the given reaction. (1) The product is: [CH:22]1([C@H:20]([NH:19][C:8]2[N:7]=[C:6]([C:26]#[N:27])[N:5]=[C:4]3[C:9]=2[N:10]([CH2:11][C@H:12]2[CH2:17][CH2:16][C@H:15]([CH3:18])[CH2:14][CH2:13]2)[C:2]([CH3:28])=[N:3]3)[CH3:21])[CH2:25][CH2:24][CH2:23]1. Given the reactants Br[C:2]1[N:10]([CH2:11][C@H:12]2[CH2:17][CH2:16][C@H:15]([CH3:18])[CH2:14][CH2:13]2)[C:9]2[C:4](=[N:5][C:6]([C:26]#[N:27])=[N:7][C:8]=2[NH:19][C@@H:20]([CH:22]2[CH2:25][CH2:24][CH2:23]2)[CH3:21])[N:3]=1.[CH3:28]B(O)O.C([O-])([O-])=O.[Na+].[Na+].C1COCC1, predict the reaction product. (2) Given the reactants N1CCCCC1.[CH3:7][O:8][C:9]1[CH:10]=[C:11]([CH:14]=[CH:15][C:16]=1[O:17][CH3:18])[CH:12]=O.[Br:19][C:20]1[CH:21]=[CH:22][C:23]([NH:29][C:30](=[O:35])[CH2:31]C(O)=O)=[C:24]([CH:28]=1)[C:25]([OH:27])=[O:26].Cl, predict the reaction product. The product is: [CH3:7][O:8][C:9]1[CH:10]=[C:11](/[CH:12]=[CH:31]/[C:30]([NH:29][C:23]2[CH:22]=[CH:21][C:20]([Br:19])=[CH:28][C:24]=2[C:25]([OH:27])=[O:26])=[O:35])[CH:14]=[CH:15][C:16]=1[O:17][CH3:18]. (3) Given the reactants [CH3:1][O:2][C:3]1[C:8]([N+:9]([O-:11])=[O:10])=[CH:7][CH:6]=[CH:5][N:4]=1.Cl[CH2:13][P:14](=[O:21])([O:18][CH2:19][CH3:20])[O:15][CH2:16][CH3:17].CC(C)([O-])C.[K+], predict the reaction product. The product is: [CH2:16]([O:15][P:14]([CH2:13][C:5]1[CH:6]=[CH:7][C:8]([N+:9]([O-:11])=[O:10])=[C:3]([O:2][CH3:1])[N:4]=1)(=[O:21])[O:18][CH2:19][CH3:20])[CH3:17]. (4) Given the reactants [O:1]([CH2:8][C:9](=[CH2:13])[C:10]([O-:12])=[O:11])[CH2:2][C:3](=[CH2:7])[C:4]([O-:6])=[O:5].[OH:14][CH2:15][C:16](=[CH2:20])[C:17]([O-:19])=[O:18], predict the reaction product. The product is: [O:1]([CH2:2][C:3](=[CH2:7])[C:4]([O-:6])=[O:5])[CH2:8][C:9](=[CH2:13])[C:10]([O-:12])=[O:11].[CH2:15]([OH:14])[CH:16]=[CH2:17].[CH2:8]([O:1][CH2:2][C:3](=[CH2:7])[C:4]([O-:6])=[O:5])[CH:9]=[CH2:10].[OH:14][CH2:15][C:16](=[CH2:20])[C:17]([O-:19])=[O:18]. (5) The product is: [Br:1][C:2]1[CH:3]=[C:4]([CH:9]=[C:10]([OH:12])[CH:11]=1)[C:5]([NH:14][NH2:15])=[O:6]. Given the reactants [Br:1][C:2]1[CH:3]=[C:4]([CH:9]=[C:10]([OH:12])[CH:11]=1)[C:5](OC)=[O:6].O.[NH2:14][NH2:15], predict the reaction product. (6) Given the reactants [Br:1][C:2]1[CH:3]=[CH:4][C:5]([C:8](Cl)=O)=[N:6][CH:7]=1.[C:11]1([NH:17][C:18]2[CH:23]=[CH:22][CH:21]=[CH:20][C:19]=2[NH2:24])[CH:16]=[CH:15][CH:14]=[CH:13][CH:12]=1.P(Cl)(Cl)(Cl)=O.C(=O)([O-])[O-].[Na+].[Na+], predict the reaction product. The product is: [Br:1][C:2]1[CH:3]=[CH:4][C:5]([C:8]2[N:17]([C:11]3[CH:16]=[CH:15][CH:14]=[CH:13][CH:12]=3)[C:18]3[CH:23]=[CH:22][CH:21]=[CH:20][C:19]=3[N:24]=2)=[N:6][CH:7]=1. (7) Given the reactants [CH2:1]([N:3]([CH2:24][CH3:25])[C:4]1[CH:5]=[C:6]2[C:15](=[CH:16][CH:17]=1)[N:14]=[C:13]1[C:8](=[CH:9][C:10](=[O:23])[C:11]3[CH:21]=[CH:20][C:19]([OH:22])=[CH:18][C:12]=31)[O:7]2)[CH3:2].[CH2:26]([O:29][C:30](=[O:35])[CH2:31][CH2:32][CH2:33]Br)[CH:27]=[CH2:28].C(=O)([O-])[O-].[K+].[K+], predict the reaction product. The product is: [CH2:26]([O:29][C:30](=[O:35])[CH2:31][CH2:32][CH2:33][O:22][C:19]1[CH:20]=[CH:21][C:11]2[C:10](=[O:23])[CH:9]=[C:8]3[C:13](=[N:14][C:15]4[C:6]([O:7]3)=[CH:5][C:4]([N:3]([CH2:1][CH3:2])[CH2:24][CH3:25])=[CH:17][CH:16]=4)[C:12]=2[CH:18]=1)[CH:27]=[CH2:28]. (8) Given the reactants [F:1][C:2]1[CH:20]=[C:19]([N+:21]([O-])=O)[CH:18]=[CH:17][C:3]=1[O:4][C:5]1[CH:10]=[CH:9][N:8]=[C:7]2[CH:11]=[C:12]([S:14]([CH3:16])=[O:15])[S:13][C:6]=12, predict the reaction product. The product is: [CH3:16][S:14]([C:12]1[S:13][C:6]2[C:7](=[N:8][CH:9]=[CH:10][C:5]=2[O:4][C:3]2[CH:17]=[CH:18][C:19]([NH2:21])=[CH:20][C:2]=2[F:1])[CH:11]=1)=[O:15]. (9) Given the reactants [CH:1]12[CH:9]([C:10]3[CH:23]=[CH:22][C:13]([O:14][CH2:15][C@H:16]4[O:20][C:19]([NH2:21])=[N:18][CH2:17]4)=[CH:12][CH:11]=3)[CH:5]([CH2:6][CH2:7][CH2:8]1)[CH2:4][CH2:3][CH2:2]2.C([O:26][C:27](=O)[C:28]#[C:29][CH:30]1[CH2:32][CH2:31]1)C, predict the reaction product. The product is: [CH:1]12[CH:9]([C:10]3[CH:23]=[CH:22][C:13]([O:14][CH2:15][C@H:16]4[O:20][C:19]5=[N:21][C:27](=[O:26])[CH:28]=[C:29]([CH:30]6[CH2:32][CH2:31]6)[N:18]5[CH2:17]4)=[CH:12][CH:11]=3)[CH:5]([CH2:4][CH2:3][CH2:2]1)[CH2:6][CH2:7][CH2:8]2.